From a dataset of Catalyst prediction with 721,799 reactions and 888 catalyst types from USPTO. Predict which catalyst facilitates the given reaction. (1) Reactant: Br[CH:2]([CH2:6][CH2:7][CH2:8][CH3:9])[C:3]([OH:5])=[O:4].[F:10][C:11]1[CH:12]=[C:13]([OH:18])[CH:14]=[CH:15][C:16]=1[F:17].[NH2:19][C:20]1[S:21][CH:22]=[CH:23][N:24]=1. Product: [F:10][C:11]1[CH:12]=[C:13]([CH:14]=[CH:15][C:16]=1[F:17])[O:18][CH:2]([CH2:6][CH2:7][CH2:8][CH3:9])[C:3]([OH:5])=[O:4].[F:10][C:11]1[CH:12]=[C:13]([CH:14]=[CH:15][C:16]=1[F:17])[O:18][CH:2]([CH2:6][CH2:7][CH2:8][CH3:9])[C:3]([NH:19][C:20]1[S:21][CH:22]=[CH:23][N:24]=1)=[O:4]. The catalyst class is: 1. (2) Reactant: C(N1C=C(C(O)=O)C=N1)C1C=CC=CC=1.[Cl:16][C:17]1[C:18]([N:41]2[CH2:46][CH2:45][CH2:44][C@@H:43]([NH:47]C=O)[CH2:42]2)=[C:19]2[C:25]([NH:26][C:27]([C:29]3[CH:30]=[N:31][N:32]([CH2:34][C:35]4[CH:40]=[CH:39][N:38]=[CH:37][CH:36]=4)[CH:33]=3)=[O:28])=[CH:24][NH:23][C:20]2=[N:21][CH:22]=1.CO.Cl. Product: [NH2:47][C@@H:43]1[CH2:44][CH2:45][CH2:46][N:41]([C:18]2[C:17]([Cl:16])=[CH:22][N:21]=[C:20]3[NH:23][CH:24]=[C:25]([NH:26][C:27]([C:29]4[CH:30]=[N:31][N:32]([CH2:34][C:35]5[CH:36]=[CH:37][N:38]=[CH:39][CH:40]=5)[CH:33]=4)=[O:28])[C:19]=23)[CH2:42]1. The catalyst class is: 135.